Dataset: Forward reaction prediction with 1.9M reactions from USPTO patents (1976-2016). Task: Predict the product of the given reaction. The product is: [CH3:1][C:2]1[CH:7]=[C:6]([CH3:8])[CH:5]=[C:4]([CH3:9])[C:3]=1[CH2:10][C:11]([OH:14])=[O:18]. Given the reactants [CH3:1][C:2]1[CH:7]=[C:6]([CH3:8])[CH:5]=[C:4]([CH3:9])[C:3]=1[CH2:10][C:11]#N.S(=O)(=O)(O)[OH:14].[OH2:18], predict the reaction product.